From a dataset of Peptide-MHC class I binding affinity with 185,985 pairs from IEDB/IMGT. Regression. Given a peptide amino acid sequence and an MHC pseudo amino acid sequence, predict their binding affinity value. This is MHC class I binding data. (1) The peptide sequence is AEMKTDAATLA. The MHC is HLA-B44:03 with pseudo-sequence HLA-B44:03. The binding affinity (normalized) is 0.527. (2) The peptide sequence is NFFHASLAY. The MHC is HLA-A26:01 with pseudo-sequence HLA-A26:01. The binding affinity (normalized) is 0.0847.